From a dataset of Peptide-MHC class II binding affinity with 134,281 pairs from IEDB. Regression. Given a peptide amino acid sequence and an MHC pseudo amino acid sequence, predict their binding affinity value. This is MHC class II binding data. (1) The peptide sequence is GELQNVDKIDAAFKI. The MHC is DRB1_0101 with pseudo-sequence DRB1_0101. The binding affinity (normalized) is 0.377. (2) The peptide sequence is GMNPSHCNEMSWIQS. The MHC is HLA-DPA10201-DPB11401 with pseudo-sequence HLA-DPA10201-DPB11401. The binding affinity (normalized) is 0. (3) The peptide sequence is YREEIYRKGLGNFVQ. The MHC is DRB1_0404 with pseudo-sequence DRB1_0404. The binding affinity (normalized) is 0.342. (4) The binding affinity (normalized) is 0.392. The peptide sequence is RLEFDEFVTLAAKFI. The MHC is HLA-DPA10201-DPB11401 with pseudo-sequence HLA-DPA10201-DPB11401. (5) The binding affinity (normalized) is 0.452. The MHC is HLA-DQA10401-DQB10402 with pseudo-sequence HLA-DQA10401-DQB10402. The peptide sequence is SNMLILNPTQSDSGI.